From a dataset of Reaction yield outcomes from USPTO patents with 853,638 reactions. Predict the reaction yield, written as a fraction of the theoretical maximum amount of product (1.0 means a 100% yield; for example, 0.34 means a 34% yield). (1) The reactants are [CH3:1][O:2][CH2:3][CH2:4][O:5][C:6]1[CH:11]=[CH:10][N:9]2[C:12]([C:15]3[CH:24]=[CH:23][C:22]4[C:17](=[C:18]([O:25][CH2:26][CH:27]5O[CH2:31][CH2:30][NH:29][CH2:28]5)[CH:19]=[CH:20][CH:21]=4)[N:16]=3)=[CH:13][N:14]=[C:8]2[CH:7]=1.C(=O)([O-])[O-].[Cs+].[Cs+].CS(OCC1CCN(C(OC(C)(C)C)=O)C1)(=O)=O.C(O)(C(F)(F)F)=O. The catalyst is CC(N(C)C)=O.C(Cl)Cl.O. The product is [CH3:1][O:2][CH2:3][CH2:4][O:5][C:6]1[CH:11]=[CH:10][N:9]2[C:12]([C:15]3[CH:24]=[CH:23][C:22]4[C:17](=[C:18]([O:25][CH2:26][CH:27]5[CH2:31][CH2:30][NH:29][CH2:28]5)[CH:19]=[CH:20][CH:21]=4)[N:16]=3)=[CH:13][N:14]=[C:8]2[CH:7]=1. The yield is 0.360. (2) The reactants are [CH3:1][O:2][C:3]1[CH:8]=[CH:7][C:6]([CH:9]([CH3:13])[C:10]([OH:12])=O)=[CH:5][CH:4]=1.[CH3:14][O:15][C:16]1[CH:21]=[CH:20][CH:19]=[C:18]([O:22][CH3:23])[CH:17]=1. No catalyst specified. The product is [CH3:14][O:15][C:16]1[CH:17]=[C:18]([O:22][CH3:23])[CH:19]=[CH:20][C:21]=1[C:10]([CH:9]([CH3:13])[C:6]1[CH:5]=[CH:4][C:3]([O:2][CH3:1])=[CH:8][CH:7]=1)=[O:12]. The yield is 0.580. (3) The reactants are [C:1]([O:5][C:6]([N:8]1[CH2:13][CH2:12][CH:11]([C:14]2[CH:19]=[CH:18][CH:17]=[C:16]([NH2:20])[CH:15]=2)[CH2:10][CH2:9]1)=[O:7])([CH3:4])([CH3:3])[CH3:2].[Br:21][CH2:22][CH2:23][CH2:24][CH2:25][CH2:26][C:27](Cl)=[O:28].C(N(CC)CC)C.C1COCC1. The catalyst is C(Cl)(Cl)Cl. The product is [Br:21][CH2:22][CH2:23][CH2:24][CH2:25][CH2:26][C:27]([NH:20][C:16]1[CH:15]=[C:14]([CH:11]2[CH2:12][CH2:13][N:8]([C:6]([O:5][C:1]([CH3:4])([CH3:2])[CH3:3])=[O:7])[CH2:9][CH2:10]2)[CH:19]=[CH:18][CH:17]=1)=[O:28]. The yield is 0.958. (4) The reactants are [Cl:1][C:2]1[CH:7]=[CH:6][C:5]([S:8]([C:11](=[C:14]([NH:17][C:18]2[CH:23]=[C:22]([Cl:24])[CH:21]=[C:20]([Cl:25])[CH:19]=2)SC)[C:12]#[N:13])(=[O:10])=[O:9])=[CH:4][CH:3]=1.[CH3:26][CH:27]([NH2:32])[C:28]([CH3:31])([CH3:30])[CH3:29]. No catalyst specified. The product is [Cl:1][C:2]1[CH:7]=[CH:6][C:5]([S:8]([C:11](=[C:14]([NH:17][C:18]2[CH:23]=[C:22]([Cl:24])[CH:21]=[C:20]([Cl:25])[CH:19]=2)[NH:32][CH:27]([CH3:26])[C:28]([CH3:31])([CH3:30])[CH3:29])[C:12]#[N:13])(=[O:10])=[O:9])=[CH:4][CH:3]=1. The yield is 0.600. (5) The reactants are [CH:1](=O)[CH3:2].[C:4]([NH:7][C:8]([CH2:29][CH2:30][CH:31]1[CH2:40][C:39]2[C:34](=[CH:35][CH:36]=[CH:37][CH:38]=2)[CH2:33][NH:32]1)([CH2:16][CH2:17][CH2:18][CH2:19][B:20]1[O:24][C:23]([CH3:26])([CH3:25])[C:22]([CH3:28])([CH3:27])[O:21]1)[C:9]([NH:11][C:12]([CH3:15])([CH3:14])[CH3:13])=[O:10])(=[O:6])[CH3:5].C(O[BH-](OC(=O)C)OC(=O)C)(=O)C.[Na+]. The catalyst is ClCCl. The product is [C:4]([NH:7][C:8]([CH2:29][CH2:30][CH:31]1[CH2:40][C:39]2[C:34](=[CH:35][CH:36]=[CH:37][CH:38]=2)[CH2:33][N:32]1[CH2:1][CH3:2])([CH2:16][CH2:17][CH2:18][CH2:19][B:20]1[O:21][C:22]([CH3:27])([CH3:28])[C:23]([CH3:25])([CH3:26])[O:24]1)[C:9]([NH:11][C:12]([CH3:13])([CH3:14])[CH3:15])=[O:10])(=[O:6])[CH3:5]. The yield is 0.830. (6) The reactants are [C:1]([O:4][CH2:5][CH2:6][CH2:7][CH2:8][CH2:9][CH2:10][CH2:11][CH2:12][CH2:13][CH2:14][CH2:15][CH2:16][OH:17])(=[O:3])[CH3:2].[CH2:18](Cl)[Cl:19].Cl. No catalyst specified. The product is [C:1]([O:4][CH2:5][CH2:6][CH2:7][CH2:8][CH2:9][CH2:10][CH2:11][CH2:12][CH2:13][CH2:14][CH2:15][CH2:16][O:17][CH2:18][Cl:19])(=[O:3])[CH3:2]. The yield is 0.910. (7) The reactants are [CH2:1]([N:8]1[C:12](=[O:13])[N:11]([CH2:14][CH2:15][O:16]C(=O)C2C=CC=CC=2)[C:10](=[O:25])[S:9]1)[C:2]1[CH:7]=[CH:6][CH:5]=[CH:4][CH:3]=1.Cl.C(OCC)(=O)C. The catalyst is CO. The product is [CH2:1]([N:8]1[C:12](=[O:13])[N:11]([CH2:14][CH2:15][OH:16])[C:10](=[O:25])[S:9]1)[C:2]1[CH:7]=[CH:6][CH:5]=[CH:4][CH:3]=1. The yield is 0.810. (8) The reactants are C([O:3][C:4]([CH:6]1[CH2:8][CH:7]1[C:9]1[NH:13][C:12]2[CH:14]=[CH:15][C:16]([C:18]([N:20]3[CH2:26][C:25]4([CH3:28])[CH2:27][CH:21]3[CH2:22][C:23]([CH3:30])([CH3:29])[CH2:24]4)=[O:19])=[CH:17][C:11]=2[N:10]=1)=[O:5])C.[OH-].[Na+]. The catalyst is C(O)C. The product is [CH3:28][C:25]12[CH2:27][CH:21]([N:20]([C:18]([C:16]3[CH:15]=[CH:14][C:12]4[NH:13][C:9]([CH:7]5[CH2:8][CH:6]5[C:4]([OH:5])=[O:3])=[N:10][C:11]=4[CH:17]=3)=[O:19])[CH2:26]1)[CH2:22][C:23]([CH3:30])([CH3:29])[CH2:24]2. The yield is 0.880. (9) The reactants are Br[C:2]1[CH:7]=[CH:6][C:5]([C:8]2([O:11][CH2:12][C:13]3[CH:18]=[CH:17][CH:16]=[CH:15][CH:14]=3)[CH2:10][CH2:9]2)=[CH:4][CH:3]=1.[CH3:19][Si:20]([C:23]#[CH:24])([CH3:22])[CH3:21]. The catalyst is C(N(CC)CC)C.[Cu]I.Cl[Pd](Cl)([P](C1C=CC=CC=1)(C1C=CC=CC=1)C1C=CC=CC=1)[P](C1C=CC=CC=1)(C1C=CC=CC=1)C1C=CC=CC=1. The product is [CH2:12]([O:11][C:8]1([C:5]2[CH:6]=[CH:7][C:2]([C:24]#[C:23][Si:20]([CH3:22])([CH3:21])[CH3:19])=[CH:3][CH:4]=2)[CH2:10][CH2:9]1)[C:13]1[CH:18]=[CH:17][CH:16]=[CH:15][CH:14]=1. The yield is 0.830. (10) The reactants are [C:1]([O:5][C:6]([N:8]([CH2:16][C:17]1[C:22]([O:23][C:24]([F:27])([F:26])[F:25])=[CH:21][N:20]=[C:19](Cl)[CH:18]=1)[C:9](=[O:15])[O:10][C:11]([CH3:14])([CH3:13])[CH3:12])=[O:7])([CH3:4])([CH3:3])[CH3:2].CC1(C)OB([C:35]2[CH:36]=[N:37][C:38]([C:41]([F:44])([F:43])[F:42])=[N:39][CH:40]=2)OC1(C)C.C(=O)([O-])[O-].[K+].[K+]. The catalyst is O1CCOCC1.C1C=CC(P(C2C=CC=CC=2)[C-]2C=CC=C2)=CC=1.C1C=CC(P(C2C=CC=CC=2)[C-]2C=CC=C2)=CC=1.Cl[Pd]Cl.[Fe+2]. The product is [C:1]([O:5][C:6]([N:8]([CH2:16][C:17]1[C:22]([O:23][C:24]([F:27])([F:26])[F:25])=[CH:21][N:20]=[C:19]([C:35]2[CH:36]=[N:37][C:38]([C:41]([F:44])([F:43])[F:42])=[N:39][CH:40]=2)[CH:18]=1)[C:9](=[O:15])[O:10][C:11]([CH3:14])([CH3:13])[CH3:12])=[O:7])([CH3:4])([CH3:3])[CH3:2]. The yield is 0.570.